From a dataset of Reaction yield outcomes from USPTO patents with 853,638 reactions. Predict the reaction yield, written as a fraction of the theoretical maximum amount of product (1.0 means a 100% yield; for example, 0.34 means a 34% yield). The reactants are [OH:1][C:2]1[NH:6][N:5]=[C:4]([C:7]([O:9][CH2:10][CH3:11])=[O:8])[CH:3]=1.C(=O)([O-])[O-].[K+].[K+].Cl[CH:19]1[CH2:24][CH2:23][CH2:22][CH2:21][C:20]1=[O:25]. The catalyst is C(#N)C. The product is [CH2:10]([O:9][C:7]([C:4]1[CH:3]=[C:2]([O:1][CH:19]2[CH2:24][CH2:23][CH2:22][CH2:21][C:20]2=[O:25])[NH:6][N:5]=1)=[O:8])[CH3:11]. The yield is 0.490.